Dataset: Full USPTO retrosynthesis dataset with 1.9M reactions from patents (1976-2016). Task: Predict the reactants needed to synthesize the given product. (1) Given the product [Cl:1][C:2]1[CH:3]=[C:4]([CH:8]=[CH:9][C:10]=1[O:11][C:12]1[CH:17]=[CH:16][CH:15]=[C:14]([C:18]2[CH:23]=[CH:22][N:21]=[N:20][CH:19]=2)[C:13]=1[C:24]#[N:25])[C:5]([NH:48][CH2:49][C:50]1[C:51](=[O:58])[NH:52][C:53]([CH3:57])=[CH:54][C:55]=1[CH3:56])=[O:6], predict the reactants needed to synthesize it. The reactants are: [Cl:1][C:2]1[CH:3]=[C:4]([CH:8]=[CH:9][C:10]=1[O:11][C:12]1[CH:17]=[CH:16][CH:15]=[C:14]([C:18]2[CH:23]=[CH:22][N:21]=[N:20][CH:19]=2)[C:13]=1[C:24]#[N:25])[C:5](O)=[O:6].Cl.C(N=C=NCCCN(C)C)C.ON1C2C=CC=CC=2N=N1.[NH2:48][CH2:49][C:50]1[C:51](=[O:58])[NH:52][C:53]([CH3:57])=[CH:54][C:55]=1[CH3:56]. (2) Given the product [N:1]1[CH:13]=[CH:14][N:11]2[CH:10]=[CH:9][CH:8]=[C:3]([C:4]([O:6][CH3:7])=[O:5])[C:2]=12, predict the reactants needed to synthesize it. The reactants are: [NH2:1][C:2]1[N:11]=[CH:10][CH:9]=[CH:8][C:3]=1[C:4]([O:6][CH3:7])=[O:5].Cl[CH2:13][CH:14]=O. (3) Given the product [Br:1][C:2]1[CH:7]=[CH:6][C:5]([N:8]2[C:16]3[C:11](=[CH:12][C:13]([C:31]#[C:30][CH2:29][CH2:28][CH2:27][OH:32])=[CH:14][CH:15]=3)[CH:10]=[CH:9]2)=[CH:4][CH:3]=1, predict the reactants needed to synthesize it. The reactants are: [Br:1][C:2]1[CH:7]=[CH:6][C:5]([N:8]2[C:16]3[C:11](=[CH:12][C:13](OS(C(F)(F)F)(=O)=O)=[CH:14][CH:15]=3)[CH:10]=[CH:9]2)=[CH:4][CH:3]=1.[Li+].[Br-].[CH2:27]([OH:32])[CH2:28][CH2:29][C:30]#[CH:31]. (4) Given the product [Cl:25][C:9]1[CH:8]=[CH:7][C:6]2[C:11](=[CH:12][CH:13]=[C:4]([N+:1]([O-:3])=[O:2])[CH:5]=2)[N:10]=1, predict the reactants needed to synthesize it. The reactants are: [N+:1]([C:4]1[CH:5]=[C:6]2[C:11](=[CH:12][CH:13]=1)[NH:10][C:9](=O)[CH2:8][CH2:7]2)([O-:3])=[O:2].C(C1C(=O)C([Cl:25])=C(Cl)C(=O)C=1C#N)#N.P(Cl)(Cl)(Cl)=O. (5) Given the product [CH2:1]([O:5][CH2:6][CH2:7][O:8][C:9]1[CH:14]=[CH:13][C:12]([C:15]2[CH:16]=[CH:17][C:18]3[N:24]([CH2:25][CH:26]([CH3:27])[CH3:28])[CH2:23][CH2:22][C:21]([C:29]([NH:31][C:32]4[CH:37]=[CH:36][C:35]([S:38]([CH2:39][C:40]5[N:44]([CH2:45][CH2:46][CH3:47])[CH:43]=[N:42][N:41]=5)=[O:58])=[C:34]([CH3:48])[CH:33]=4)=[O:30])=[CH:20][C:19]=3[CH:49]=2)=[CH:11][CH:10]=1)[CH2:2][CH2:3][CH3:4], predict the reactants needed to synthesize it. The reactants are: [CH2:1]([O:5][CH2:6][CH2:7][O:8][C:9]1[CH:14]=[CH:13][C:12]([C:15]2[CH:16]=[CH:17][C:18]3[N:24]([CH2:25][CH:26]([CH3:28])[CH3:27])[CH2:23][CH2:22][C:21]([C:29]([NH:31][C:32]4[CH:37]=[CH:36][C:35]([S:38][CH2:39][C:40]5[N:44]([CH2:45][CH2:46][CH3:47])[CH:43]=[N:42][N:41]=5)=[C:34]([CH3:48])[CH:33]=4)=[O:30])=[CH:20][C:19]=3[CH:49]=2)=[CH:11][CH:10]=1)[CH2:2][CH2:3][CH3:4].ClC1C=CC=C(C(OO)=[O:58])C=1.S([O-])([O-])(=O)=S.[Na+].[Na+]. (6) Given the product [Cl:31][C:29]1[CH:28]=[CH:27][C:4]2[N:5]([CH2:18][C:19]3[CH:24]=[CH:23][C:22]([O:25][CH3:26])=[CH:21][CH:20]=3)[C:6](=[O:17])[CH:7]([CH2:9][C:10]3[CH:15]=[CH:14][CH:13]=[CH:12][C:11]=3[Cl:16])[N:8]=[C:2]([C:42]3[CH:43]=[CH:44][C:45]([NH:48][C:49](=[O:51])[CH3:50])=[N:46][CH:47]=3)[C:3]=2[CH:30]=1, predict the reactants needed to synthesize it. The reactants are: Cl[C:2]1[C:3]2[CH:30]=[C:29]([Cl:31])[CH:28]=[CH:27][C:4]=2[N:5]([CH2:18][C:19]2[CH:24]=[CH:23][C:22]([O:25][CH3:26])=[CH:21][CH:20]=2)[C:6](=[O:17])[CH:7]([CH2:9][C:10]2[CH:15]=[CH:14][CH:13]=[CH:12][C:11]=2[Cl:16])[N:8]=1.[Li+].[Cl-].CC1(C)C(C)(C)OB([C:42]2[CH:43]=[CH:44][C:45]([NH:48][C:49](=[O:51])[CH3:50])=[N:46][CH:47]=2)O1.O.